Task: Predict which catalyst facilitates the given reaction.. Dataset: Catalyst prediction with 721,799 reactions and 888 catalyst types from USPTO (1) Reactant: [CH3:1][C:2]([O:5][C:6]([NH:8][C@@H:9]([CH2:28][CH3:29])[C:10]([NH:12][C@@H:13]([CH2:20][CH2:21][C:22]1[CH:27]=[CH:26][CH:25]=[CH:24][CH:23]=1)/[CH:14]=[CH:15]/[C:16]([O:18]C)=[O:17])=[O:11])=[O:7])([CH3:4])[CH3:3].[Li+].[OH-].Cl. Product: [CH3:4][C:2]([O:5][C:6]([NH:8][C@@H:9]([CH2:28][CH3:29])[C:10]([NH:12][C@@H:13]([CH2:20][CH2:21][C:22]1[CH:23]=[CH:24][CH:25]=[CH:26][CH:27]=1)/[CH:14]=[CH:15]/[C:16]([OH:18])=[O:17])=[O:11])=[O:7])([CH3:1])[CH3:3]. The catalyst class is: 20. (2) Reactant: [F:1][C:2]1[CH:9]=[CH:8][C:7]([F:10])=[CH:6][C:3]=1[CH:4]=[O:5].[Cl:11][C:12]([Cl:17])([Cl:16])C(O)=O.Cl[C:19](Cl)(Cl)[C:20]([O-])=[O:21].[Na+].C(OC(=O)C)(=O)C. Product: [Cl:17][C:12]([Cl:11])([Cl:16])[CH:4]([O:5][C:20](=[O:21])[CH3:19])[C:3]1[CH:6]=[C:7]([F:10])[CH:8]=[CH:9][C:2]=1[F:1]. The catalyst class is: 18. (3) Reactant: [C:1]([O:4][C:5](=O)[CH3:6])(=[O:3])[CH3:2].[CH3:8][O:9][C:10]1[CH:15]=[C:14]([O:16][CH3:17])[N:13]=[C:12]([NH:18][C:19]([NH:21][S:22]([C:25]2[CH:30]=[C:29]([CH2:31][NH:32][S:33]([CH3:36])(=[O:35])=[O:34])[CH:28]=[CH:27]C=2CO)(=[O:24])=[O:23])=[O:20])[N:11]=1.C(N(CC)CC)C. Product: [CH3:17][O:16][C:14]1[CH:15]=[C:10]([O:9][CH3:8])[N:11]=[C:12]([NH:18][C:19]([NH:21][S:22]([C:25]2[CH:30]=[C:29]([CH2:31][NH:32][S:33]([CH3:36])(=[O:35])=[O:34])[CH:28]=[CH:27][C:6]=2[CH2:5][O:4][C:1](=[O:3])[CH3:2])(=[O:23])=[O:24])=[O:20])[N:13]=1. The catalyst class is: 2. (4) Reactant: [CH:1]1([N:5]2[CH2:11][CH2:10][C:9]3[S:12][C:13]([CH:15]4[CH2:20][CH2:19][NH:18][CH2:17][CH2:16]4)=[N:14][C:8]=3[CH2:7][CH2:6]2)[CH2:4][CH2:3][CH2:2]1.Br[C:22]1[CH:23]=[CH:24][C:25]([CH3:28])=[N:26][CH:27]=1.CC(C)([O-])C.[Na+].C1(C2C3C(=CC=CC=3)C=CC=2P(C2C=CC=CC=2)C2C=CC=CC=2)C2C(=CC=CC=2)C=CC=1P(C1C=CC=CC=1)C1C=CC=CC=1. Product: [CH:1]1([N:5]2[CH2:11][CH2:10][C:9]3[S:12][C:13]([CH:15]4[CH2:20][CH2:19][N:18]([C:22]5[CH:27]=[N:26][C:25]([CH3:28])=[CH:24][CH:23]=5)[CH2:17][CH2:16]4)=[N:14][C:8]=3[CH2:7][CH2:6]2)[CH2:2][CH2:3][CH2:4]1. The catalyst class is: 160. (5) Reactant: [Cl:1][C:2]1[CH:3]=[C:4]([C@@H:8]([OH:34])[CH2:9][NH:10][CH2:11][CH2:12][C:13]2[CH:18]=[CH:17][C:16]([S:19]([C:22]3[CH:33]=[CH:32][C:25]([O:26][CH2:27][C:28]([O:30]C)=[O:29])=[CH:24][CH:23]=3)(=[O:21])=[O:20])=[CH:15][CH:14]=2)[CH:5]=[CH:6][CH:7]=1.[OH-].[Na+:36]. Product: [Cl:1][C:2]1[CH:3]=[C:4]([C@@H:8]([OH:34])[CH2:9][NH:10][CH2:11][CH2:12][C:13]2[CH:14]=[CH:15][C:16]([S:19]([C:22]3[CH:23]=[CH:24][C:25]([O:26][CH2:27][C:28]([O-:30])=[O:29])=[CH:32][CH:33]=3)(=[O:20])=[O:21])=[CH:17][CH:18]=2)[CH:5]=[CH:6][CH:7]=1.[Na+:36]. The catalyst class is: 8. (6) Reactant: [OH-].[Na+].[Cl:3][C:4]1[S:8][C:7]([C:9]2[N:10]=[C:11]([O:18][C:19]3[CH:24]=[CH:23][C:22]([CH2:25][C:26]([O:28]C)=[O:27])=[CH:21][CH:20]=3)[C:12]3[CH2:17][S:16][CH2:15][C:13]=3[N:14]=2)=[CH:6][CH:5]=1. Product: [Cl:3][C:4]1[S:8][C:7]([C:9]2[N:10]=[C:11]([O:18][C:19]3[CH:24]=[CH:23][C:22]([CH2:25][C:26]([OH:28])=[O:27])=[CH:21][CH:20]=3)[C:12]3[CH2:17][S:16][CH2:15][C:13]=3[N:14]=2)=[CH:6][CH:5]=1. The catalyst class is: 5.